From a dataset of Forward reaction prediction with 1.9M reactions from USPTO patents (1976-2016). Predict the product of the given reaction. (1) Given the reactants Cl.[Cl:2][C:3]1[CH:4]=[C:5]2[C:10](=[CH:11][CH:12]=1)[CH:9]=[C:8]([S:13]([N:16]1[CH2:21][CH2:20][N:19]([C:22]([C:24]3[S:25][C:26]4[CH2:27][NH:28][CH:29]([CH3:33])[CH2:30][C:31]=4[N:32]=3)=[O:23])[CH:18]([C:34](=[O:45])[NH:35][CH2:36][C:37]3[CH:42]=[CH:41][CH:40]=[CH:39][C:38]=3[O:43]C)[CH2:17]1)(=[O:15])=[O:14])[CH:7]=[CH:6]2.B(Br)(Br)Br.ClCCl.CO.C(=O)([O-])[O-].[Na+].[Na+], predict the reaction product. The product is: [Cl:2][C:3]1[CH:4]=[C:5]2[C:10](=[CH:11][CH:12]=1)[CH:9]=[C:8]([S:13]([N:16]1[CH2:21][CH2:20][N:19]([C:22]([C:24]3[S:25][C:26]4[CH2:27][NH:28][CH:29]([CH3:33])[CH2:30][C:31]=4[N:32]=3)=[O:23])[CH:18]([C:34](=[O:45])[NH:35][CH2:36][C:37]3[CH:42]=[CH:41][CH:40]=[CH:39][C:38]=3[OH:43])[CH2:17]1)(=[O:14])=[O:15])[CH:7]=[CH:6]2. (2) Given the reactants [Cl:1][C:2]1[N:3]=[N:4][CH:5]=[C:6]([C:8]([N:10]2[CH2:15][CH2:14][CH2:13][CH:12](C3C=CC(C(F)(F)F)=CC=3OC)[CH2:11]2)=[O:9])[CH:7]=1.Cl.[CH3:29][O:30][C:31]1[CH:36]=[CH:35][C:34](C2CCCNC2)=[C:33]([C:43]([F:46])([F:45])[F:44])[CH:32]=1.ClC1N=NC=C(C(O)=O)C=1, predict the reaction product. The product is: [Cl:1][C:2]1[N:3]=[N:4][CH:5]=[C:6]([C:8]([N:10]2[CH2:15][CH2:14][CH2:13][CH:12]([C:34]3[CH:35]=[CH:36][C:31]([O:30][CH3:29])=[CH:32][C:33]=3[C:43]([F:44])([F:45])[F:46])[CH2:11]2)=[O:9])[CH:7]=1. (3) Given the reactants [C:1]([O:4][C:5]1[CH:10]=[C:9]([C:11](=[O:13])[CH3:12])[CH:8]=[CH:7][C:6]=1[S:14]([CH3:17])(=[O:16])=[O:15])(=[O:3])[CH3:2].[CH3:18][N:19]([CH:21](OC)OC)[CH3:20], predict the reaction product. The product is: [C:1]([O:4][C:5]1[CH:10]=[C:9]([C:11](=[O:13])/[CH:12]=[CH:18]/[N:19]([CH3:21])[CH3:20])[CH:8]=[CH:7][C:6]=1[S:14]([CH3:17])(=[O:16])=[O:15])(=[O:3])[CH3:2]. (4) The product is: [Br:13][CH2:1][C:2]1[CH:7]=[CH:6][C:5]([C:8]2[O:12][N:11]=[CH:10][CH:9]=2)=[CH:4][CH:3]=1. Given the reactants [CH3:1][C:2]1[CH:7]=[CH:6][C:5]([C:8]2[O:12][N:11]=[CH:10][CH:9]=2)=[CH:4][CH:3]=1.[Br:13]N1C(=O)CCC1=O.C(OOC(=O)C1C=CC=CC=1)(=O)C1C=CC=CC=1, predict the reaction product. (5) Given the reactants Cl[C:2]1[C:7]([N+:8]([O-:10])=[O:9])=[C:6]([CH3:11])[CH:5]=[CH:4][N:3]=1.Cl.[CH2:13]([O:20][C:21]1[CH:27]=[CH:26][C:24]([NH2:25])=[CH:23][CH:22]=1)[C:14]1[CH:19]=[CH:18][CH:17]=[CH:16][CH:15]=1.CCN(C(C)C)C(C)C.O, predict the reaction product. The product is: [CH2:13]([O:20][C:21]1[CH:22]=[CH:23][C:24]([NH:25][C:2]2[C:7]([N+:8]([O-:10])=[O:9])=[C:6]([CH3:11])[CH:5]=[CH:4][N:3]=2)=[CH:26][CH:27]=1)[C:14]1[CH:15]=[CH:16][CH:17]=[CH:18][CH:19]=1.